Task: Predict the reaction yield, written as a fraction of the theoretical maximum amount of product (1.0 means a 100% yield; for example, 0.34 means a 34% yield).. Dataset: Reaction yield outcomes from USPTO patents with 853,638 reactions (1) The reactants are C1([C:4]2[NH:8][N:7]=[C:6]([NH:9][C:10]3[C:18]([F:19])=[CH:17][C:13]([C:14]([NH2:16])=O)=[C:12](N[C@H](C4C=CC(F)=CC=4)C)[N:11]=3)[CH:5]=2)CC1.[NH2:30][C@H:31]([C:34]1[CH:39]=[CH:38][C:37]([F:40])=[CH:36][CH:35]=1)[CH2:32][OH:33].CCN(C(C)C)[CH:44]([CH3:46])[CH3:45].CCCC[OH:54]. No catalyst specified. The product is [F:19][C:18]1[C:10]([NH:9][C:6]2[CH:5]=[C:4]([O:54][CH:44]([CH3:46])[CH3:45])[NH:8][N:7]=2)=[N:11][C:12]([NH:30][C@H:31]([C:34]2[CH:39]=[CH:38][C:37]([F:40])=[CH:36][CH:35]=2)[CH2:32][OH:33])=[C:13]([CH:17]=1)[C:14]#[N:16]. The yield is 0.310. (2) The product is [N:9]1[N:8]2[C:7]3[CH:6]=[CH:5][CH:4]=[N:3][C:2]=3[O:18][C:19]3([CH2:20][CH2:21][N:22]([C:25]([O:27][C:28]([CH3:31])([CH3:30])[CH3:29])=[O:26])[CH2:23][CH2:24]3)[C:12]2=[CH:11][CH:10]=1. The reactants are Cl[C:2]1[C:7]([N:8]2[CH:12]=[CH:11][CH:10]=[N:9]2)=[CH:6][CH:5]=[CH:4][N:3]=1.C([Li])CCC.[O:18]=[C:19]1[CH2:24][CH2:23][N:22]([C:25]([O:27][C:28]([CH3:31])([CH3:30])[CH3:29])=[O:26])[CH2:21][CH2:20]1.O. The catalyst is C1COCC1. The yield is 0.0500.